Dataset: NCI-60 drug combinations with 297,098 pairs across 59 cell lines. Task: Regression. Given two drug SMILES strings and cell line genomic features, predict the synergy score measuring deviation from expected non-interaction effect. (1) Drug 1: CC1OCC2C(O1)C(C(C(O2)OC3C4COC(=O)C4C(C5=CC6=C(C=C35)OCO6)C7=CC(=C(C(=C7)OC)O)OC)O)O. Drug 2: C1CN(P(=O)(OC1)NCCCl)CCCl. Cell line: SK-MEL-5. Synergy scores: CSS=11.6, Synergy_ZIP=-8.63, Synergy_Bliss=-1.69, Synergy_Loewe=-23.8, Synergy_HSA=-2.81. (2) Drug 1: CC(CN1CC(=O)NC(=O)C1)N2CC(=O)NC(=O)C2. Drug 2: N.N.Cl[Pt+2]Cl. Cell line: HOP-62. Synergy scores: CSS=6.70, Synergy_ZIP=-0.194, Synergy_Bliss=5.99, Synergy_Loewe=-0.142, Synergy_HSA=1.11. (3) Drug 1: CC(C)(C#N)C1=CC(=CC(=C1)CN2C=NC=N2)C(C)(C)C#N. Drug 2: C1CC(=O)NC(=O)C1N2C(=O)C3=CC=CC=C3C2=O. Cell line: SNB-19. Synergy scores: CSS=-5.24, Synergy_ZIP=4.35, Synergy_Bliss=3.44, Synergy_Loewe=-3.18, Synergy_HSA=-3.31. (4) Drug 1: C1=CC(=CC=C1CCC2=CNC3=C2C(=O)NC(=N3)N)C(=O)NC(CCC(=O)O)C(=O)O. Drug 2: CC(CN1CC(=O)NC(=O)C1)N2CC(=O)NC(=O)C2. Cell line: CAKI-1. Synergy scores: CSS=31.4, Synergy_ZIP=-11.9, Synergy_Bliss=-8.21, Synergy_Loewe=-2.48, Synergy_HSA=-1.76. (5) Drug 1: C1CC(=O)NC(=O)C1N2C(=O)C3=CC=CC=C3C2=O. Drug 2: C1CNP(=O)(OC1)N(CCCl)CCCl. Cell line: EKVX. Synergy scores: CSS=-3.04, Synergy_ZIP=2.42, Synergy_Bliss=1.35, Synergy_Loewe=-1.35, Synergy_HSA=-2.47. (6) Drug 1: CCC1=CC2CC(C3=C(CN(C2)C1)C4=CC=CC=C4N3)(C5=C(C=C6C(=C5)C78CCN9C7C(C=CC9)(C(C(C8N6C)(C(=O)OC)O)OC(=O)C)CC)OC)C(=O)OC.C(C(C(=O)O)O)(C(=O)O)O. Drug 2: CNC(=O)C1=NC=CC(=C1)OC2=CC=C(C=C2)NC(=O)NC3=CC(=C(C=C3)Cl)C(F)(F)F. Cell line: LOX IMVI. Synergy scores: CSS=64.5, Synergy_ZIP=1.85, Synergy_Bliss=0.646, Synergy_Loewe=-0.619, Synergy_HSA=5.08. (7) Drug 1: CCN(CC)CCNC(=O)C1=C(NC(=C1C)C=C2C3=C(C=CC(=C3)F)NC2=O)C. Drug 2: CCC1(C2=C(COC1=O)C(=O)N3CC4=CC5=C(C=CC(=C5CN(C)C)O)N=C4C3=C2)O.Cl. Cell line: ACHN. Synergy scores: CSS=16.6, Synergy_ZIP=2.70, Synergy_Bliss=3.99, Synergy_Loewe=-29.2, Synergy_HSA=-4.02. (8) Drug 2: C(CN)CNCCSP(=O)(O)O. Synergy scores: CSS=0.468, Synergy_ZIP=-0.549, Synergy_Bliss=-1.06, Synergy_Loewe=-3.73, Synergy_HSA=-2.35. Cell line: OVCAR-8. Drug 1: C#CCC(CC1=CN=C2C(=N1)C(=NC(=N2)N)N)C3=CC=C(C=C3)C(=O)NC(CCC(=O)O)C(=O)O. (9) Drug 1: CCCCC(=O)OCC(=O)C1(CC(C2=C(C1)C(=C3C(=C2O)C(=O)C4=C(C3=O)C=CC=C4OC)O)OC5CC(C(C(O5)C)O)NC(=O)C(F)(F)F)O. Cell line: SW-620. Synergy scores: CSS=29.8, Synergy_ZIP=-1.90, Synergy_Bliss=-1.19, Synergy_Loewe=-1.55, Synergy_HSA=-1.21. Drug 2: C1=NC2=C(N=C(N=C2N1C3C(C(C(O3)CO)O)F)Cl)N. (10) Drug 1: C1CCC(C1)C(CC#N)N2C=C(C=N2)C3=C4C=CNC4=NC=N3. Drug 2: C1=NC2=C(N1)C(=S)N=C(N2)N. Cell line: KM12. Synergy scores: CSS=64.3, Synergy_ZIP=4.33, Synergy_Bliss=4.83, Synergy_Loewe=5.09, Synergy_HSA=9.30.